From a dataset of Reaction yield outcomes from USPTO patents with 853,638 reactions. Predict the reaction yield, written as a fraction of the theoretical maximum amount of product (1.0 means a 100% yield; for example, 0.34 means a 34% yield). (1) The yield is 1.00. The product is [C:12]([O:11][C:9]([N:5]1[CH2:6][CH2:7][CH2:8][CH:3]([CH2:2][O:1][S:22]([C:19]2[CH:20]=[CH:21][C:16]([CH3:26])=[CH:17][CH:18]=2)(=[O:24])=[O:23])[CH2:4]1)=[O:10])([CH3:15])([CH3:14])[CH3:13]. The catalyst is N1C=CC=CC=1. The reactants are [OH:1][CH2:2][CH:3]1[CH2:8][CH2:7][CH2:6][N:5]([C:9]([O:11][C:12]([CH3:15])([CH3:14])[CH3:13])=[O:10])[CH2:4]1.[C:16]1([CH3:26])[CH:21]=[CH:20][C:19]([S:22](O)(=[O:24])=[O:23])=[CH:18][CH:17]=1. (2) The reactants are [CH2:1]([C@H:8]1[O:12][C:11]([CH3:14])([CH3:13])[O:10][C@@H:9]1[CH2:15][C:16]1[CH:23]=[CH:22][C:19]([CH:20]=[O:21])=[CH:18][CH:17]=1)[CH2:2][CH2:3][CH2:4][CH2:5][CH2:6][CH3:7].[CH2:24]([Mg]Br)[CH3:25].[NH4+].[Cl-].CCOC(C)=O. The catalyst is C1COCC1. The product is [CH2:1]([C@H:8]1[O:12][C:11]([CH3:13])([CH3:14])[O:10][C@@H:9]1[CH2:15][C:16]1[CH:23]=[CH:22][C:19]([CH:20]([OH:21])[CH2:24][CH3:25])=[CH:18][CH:17]=1)[CH2:2][CH2:3][CH2:4][CH2:5][CH2:6][CH3:7]. The yield is 0.350. (3) The reactants are [CH2:1]([O:4][C:5]1[C:6](I)=[CH:7][C:8]2[CH:14]([CH3:15])[CH2:13][N:12]([C:16](=[O:21])[C:17]([F:20])([F:19])[F:18])[CH2:11][CH2:10][C:9]=2[N:22]=1)[CH:2]=[CH2:3].CC([O-])=O.[Na+]. The catalyst is Cl[Pd](Cl)([P](C1C=CC=CC=1)(C1C=CC=CC=1)C1C=CC=CC=1)[P](C1C=CC=CC=1)(C1C=CC=CC=1)C1C=CC=CC=1.CC(N(C)C)=O. The product is [CH3:3][C:2]1[C:6]2=[CH:7][C:8]3[CH:14]([CH3:15])[CH2:13][N:12]([C:16](=[O:21])[C:17]([F:20])([F:19])[F:18])[CH2:11][CH2:10][C:9]=3[N:22]=[C:5]2[O:4][CH:1]=1. The yield is 0.320. (4) The yield is 0.870. The reactants are [Cl:1][CH2:2][CH2:3][N:4]=[C:5]=[O:6].[NH2:7][C:8]1[CH:13]=[CH:12][N:11]=[CH:10][CH:9]=1. The product is [Cl:1][CH2:2][CH2:3][NH:4][C:5]([NH:7][C:8]1[CH:13]=[CH:12][N:11]=[CH:10][CH:9]=1)=[O:6]. The catalyst is C1(C)C=CC=CC=1. (5) The reactants are C(O[C:6](=[O:25])[NH:7][C@H:8]([CH:13]([C:15](=[O:24])[NH:16][CH2:17][C:18]1[CH:23]=[CH:22][CH:21]=[CH:20][CH:19]=1)[OH:14])[CH2:9][CH2:10][CH2:11][CH3:12])(C)(C)C.FC(F)(F)C(O)=O.[NH:33]1[C:41]2[C:36](=[CH:37][CH:38]=[CH:39][CH:40]=2)[C:35]([CH2:42][C@H:43]([NH:47][C:48](=[O:61])[C@@H:49]([NH:51][C:52](=[O:60])[CH2:53][N:54]2[CH2:59][CH2:58][O:57][CH2:56][CH2:55]2)[CH3:50])C(O)=O)=[CH:34]1.C(N(CC)C(C)C)(C)C.CN(C(ON1N=NC2C=CC=NC1=2)=[N+](C)C)C.F[P-](F)(F)(F)(F)F. The catalyst is ClCCl. The product is [CH2:17]([NH:16][C:15](=[O:24])[C@@H:13]([OH:14])[CH:8]([NH:7][C:6](=[O:25])[C@@H:43]([NH:47][C:48](=[O:61])[C@@H:49]([NH:51][C:52](=[O:60])[CH2:53][N:54]1[CH2:59][CH2:58][O:57][CH2:56][CH2:55]1)[CH3:50])[CH2:42][C:35]1[C:36]2[C:41](=[CH:40][CH:39]=[CH:38][CH:37]=2)[NH:33][CH:34]=1)[CH2:9][CH2:10][CH2:11][CH3:12])[C:18]1[CH:19]=[CH:20][CH:21]=[CH:22][CH:23]=1. The yield is 0.620. (6) The reactants are [F:1][C:2]1[CH:19]=[CH:18][C:17]([C:20]2[CH:25]=[CH:24][CH:23]=[C:22]([F:26])[CH:21]=2)=[CH:16][C:3]=1[C:4]([NH:6][C:7]1[C:12]([F:13])=[CH:11][CH:10]=[C:9]([OH:14])[C:8]=1[CH3:15])=O. The catalyst is C1COCC1. The product is [F:13][C:12]1[CH:11]=[CH:10][C:9]([OH:14])=[C:8]([CH3:15])[C:7]=1[NH:6][CH2:4][C:3]1[CH:16]=[C:17]([C:20]2[CH:25]=[CH:24][CH:23]=[C:22]([F:26])[CH:21]=2)[CH:18]=[CH:19][C:2]=1[F:1]. The yield is 0.690. (7) The reactants are [C:1]([C:3]1[CH:8]=[CH:7][C:6]([C:9]2[CH:10]=[C:11]([O:24]C)[C:12]([O:22]C)=[N:13][C:14]=2[C:15]2[CH:20]=[CH:19][C:18]([F:21])=[CH:17][CH:16]=2)=[CH:5][CH:4]=1)#[N:2].B(Br)(Br)Br. The catalyst is C(Cl)Cl. The product is [C:1]([C:3]1[CH:8]=[CH:7][C:6]([C:9]2[CH:10]=[C:11]([OH:24])[C:12](=[O:22])[NH:13][C:14]=2[C:15]2[CH:20]=[CH:19][C:18]([F:21])=[CH:17][CH:16]=2)=[CH:5][CH:4]=1)#[N:2]. The yield is 0.620.